From a dataset of M1 muscarinic receptor antagonist screen with 61,756 compounds. Binary Classification. Given a drug SMILES string, predict its activity (active/inactive) in a high-throughput screening assay against a specified biological target. (1) The drug is s1c(N(C(=O)c2ccncc2)C)nnc1c1ncccc1. The result is 0 (inactive). (2) The molecule is O=C1N(CC(C1)C(=O)NCC(C)C)c1ccc(OCC(=O)Nc2cc(OC)ccc2)cc1. The result is 0 (inactive). (3) The drug is S(CCN(CC)CC)c1[nH]c(=O)c(c2ccccc2)c(O)n1. The result is 0 (inactive). (4) The drug is S(=O)(=O)(N(S(=O)(=O)c1ccc(F)cc1)C)c1ccc(NC(=O)C)cc1. The result is 0 (inactive). (5) The drug is O=C(N1CCN(CC1)Cc1ccccc1)c1noc(c1)c1cc(OC)ccc1. The result is 0 (inactive). (6) The drug is Clc1cc(C(=O)N2CCOCC2)ccc1Cl. The result is 0 (inactive).